Dataset: Reaction yield outcomes from USPTO patents with 853,638 reactions. Task: Predict the reaction yield, written as a fraction of the theoretical maximum amount of product (1.0 means a 100% yield; for example, 0.34 means a 34% yield). (1) The reactants are CS(C)=O.C(Cl)(=O)C(Cl)=O.C(=O)=O.CC(C)=O.[OH:18][CH2:19][C@@H:20]1[CH2:24][C:23]([CH3:25])=[CH:22][N:21]1[C:26]([C:28]1[CH:33]=[C:32]([O:34][CH3:35])[C:31]([O:36][Si:37]([CH:44]([CH3:46])[CH3:45])([CH:41]([CH3:43])[CH3:42])[CH:38]([CH3:40])[CH3:39])=[CH:30][C:29]=1[NH:47][C:48](=[O:53])[O:49][CH2:50][CH:51]=[CH2:52])=[O:27].C(N(CC)CC)C. The catalyst is ClCCl. The product is [OH:18][C@@H:19]1[N:47]([C:48]([O:49][CH2:50][CH:51]=[CH2:52])=[O:53])[C:29]2[CH:30]=[C:31]([O:36][Si:37]([CH:41]([CH3:42])[CH3:43])([CH:44]([CH3:45])[CH3:46])[CH:38]([CH3:39])[CH3:40])[C:32]([O:34][CH3:35])=[CH:33][C:28]=2[C:26](=[O:27])[N:21]2[CH:22]=[C:23]([CH3:25])[CH2:24][C@@H:20]12. The yield is 0.660. (2) The reactants are [CH3:1][C:2]([OH:6])([C:4]#[CH:5])[CH3:3].C1CCN2C(=NCCC2)CC1.[Br:18][C:19]1[CH:20]=[CH:21][C:22](O)=[C:23]([CH:28]=1)[C:24]([O:26][CH3:27])=[O:25].[Cl-].[NH4+]. The catalyst is C(#N)C. The product is [Br:18][C:19]1[CH:20]=[CH:21][C:22]([O:6][C:2]([CH3:3])([CH3:1])[C:4]#[CH:5])=[C:23]([CH:28]=1)[C:24]([O:26][CH3:27])=[O:25]. The yield is 0.863. (3) The reactants are [F:1][C:2]1[C:3]([O:30][CH3:31])=[CH:4][C:5]([CH2:25][C:26]([F:29])([F:28])[F:27])=[C:6]([C:8]2[CH:16]=[C:15]3[C:11]([C:12]([C:23]#[N:24])=[N:13][N:14]3[CH:17]3[CH2:22][CH2:21][CH2:20][CH2:19][O:18]3)=[CH:10][CH:9]=2)[CH:7]=1.[CH3:32][O-:33].[Na+]. The catalyst is CO. The product is [CH3:32][O:33][C:23]([C:12]1[C:11]2[C:15](=[CH:16][C:8]([C:6]3[CH:7]=[C:2]([F:1])[C:3]([O:30][CH3:31])=[CH:4][C:5]=3[CH2:25][C:26]([F:29])([F:28])[F:27])=[CH:9][CH:10]=2)[N:14]([CH:17]2[CH2:22][CH2:21][CH2:20][CH2:19][O:18]2)[N:13]=1)=[NH:24]. The yield is 0.880. (4) The reactants are [NH2:1][C:2]1[CH:7]=[N:6][C:5](Br)=[CH:4][N:3]=1.[Na].[CH3:10][SH:11].C(=O)([O-])O.[Na+]. The catalyst is CN(C)C=O. The product is [NH2:1][C:2]1[CH:7]=[N:6][C:5]([S:11][CH3:10])=[CH:4][N:3]=1. The yield is 0.840. (5) The reactants are Cl[C:2]1[CH:3]=[CH:4][C:5]2[O:6][CH2:7][CH2:8][C:9]3[CH:15]=[C:14]([C:16]4[C:20]([C:21]5[CH:26]=[CH:25][C:24]([F:27])=[CH:23][C:22]=5[F:28])=[N:19][NH:18][N:17]=4)[S:13][C:10]=3[C:11]=2[N:12]=1.[CH3:29][N:30](C)C=O. The catalyst is [C-]#N.[Zn+2].[C-]#N.C1C=CC([P]([Pd]([P](C2C=CC=CC=2)(C2C=CC=CC=2)C2C=CC=CC=2)([P](C2C=CC=CC=2)(C2C=CC=CC=2)C2C=CC=CC=2)[P](C2C=CC=CC=2)(C2C=CC=CC=2)C2C=CC=CC=2)(C2C=CC=CC=2)C2C=CC=CC=2)=CC=1. The product is [C:29]([C:2]1[CH:3]=[CH:4][C:5]2[O:6][CH2:7][CH2:8][C:9]3[CH:15]=[C:14]([C:16]4[C:20]([C:21]5[CH:26]=[CH:25][C:24]([F:27])=[CH:23][C:22]=5[F:28])=[N:19][NH:18][N:17]=4)[S:13][C:10]=3[C:11]=2[N:12]=1)#[N:30]. The yield is 0.840. (6) The yield is 0.740. The reactants are CO[C:3]([C:5]1[N:6]([C:16]2[CH:21]=[C:20]([N:22]3[CH2:27][CH2:26][N:25]([CH3:28])[CH2:24][CH2:23]3)[CH:19]=[CH:18][C:17]=2[N+:29]([O-])=O)[CH:7]=[C:8]([C:10]2[CH:15]=[CH:14][CH:13]=[CH:12][CH:11]=2)[CH:9]=1)=[O:4]. The product is [CH3:28][N:25]1[CH2:26][CH2:27][N:22]([C:20]2[CH:21]=[C:16]3[C:17]([NH:29][C:3](=[O:4])[C:5]4[N:6]3[CH:7]=[C:8]([C:10]3[CH:11]=[CH:12][CH:13]=[CH:14][CH:15]=3)[CH:9]=4)=[CH:18][CH:19]=2)[CH2:23][CH2:24]1. The catalyst is C(O)(=O)C.[Pd]. (7) The reactants are [O:1]=[C:2]1[CH2:22][CH2:21][C:5]2([CH2:10][CH2:9][N:8](C(OCC3C=CC=CC=3)=O)[CH2:7][CH2:6]2)[CH:4]=[CH:3]1.[C:31](O[C:31]([O:33][C:34]([CH3:37])([CH3:36])[CH3:35])=[O:32])([O:33][C:34]([CH3:37])([CH3:36])[CH3:35])=[O:32]. The catalyst is CO.[Pd]. The product is [O:1]=[C:2]1[CH2:22][CH2:21][C:5]2([CH2:6][CH2:7][N:8]([C:31]([O:33][C:34]([CH3:35])([CH3:36])[CH3:37])=[O:32])[CH2:9][CH2:10]2)[CH2:4][CH2:3]1. The yield is 0.610. (8) The reactants are [Cl:1][C:2]1[CH:3]=[C:4]2[C:10]([C:11]3[N:16]=[C:15]([NH:17][C@H:18]4[CH2:22][CH2:21][N:20](S(C)(=O)=O)[CH2:19]4)[C:14]([F:27])=[CH:13][N:12]=3)=[CH:9][NH:8][C:5]2=[N:6][CH:7]=1.N[C@@H]1CCN(C(OC(C)(C)C)=O)C1.[C:41](=O)([O:50][C@H:51]1[CH2:55][CH2:54][O:53][CH2:52]1)[O:42]N1C(=O)CCC1=O. No catalyst specified. The product is [Cl:1][C:2]1[CH:3]=[C:4]2[C:10]([C:11]3[N:16]=[C:15]([NH:17][C@@H:18]4[CH2:22][CH2:21][N:20]([C:41]([O:50][C@H:51]5[CH2:55][CH2:54][O:53][CH2:52]5)=[O:42])[CH2:19]4)[C:14]([F:27])=[CH:13][N:12]=3)=[CH:9][NH:8][C:5]2=[N:6][CH:7]=1. The yield is 0.470. (9) The product is [Cl:31][C:21]1[C:22]([NH:24][CH2:25][C:26]2[O:27][CH:28]=[CH:29][CH:30]=2)=[N:23][C:18]([C:5]2[CH:4]=[CH:3][C:2]([Cl:1])=[CH:7][CH:6]=2)=[N:19][C:20]=1[C:32]([O:34][CH3:35])=[O:33]. The reactants are [Cl:1][C:2]1[CH:7]=[CH:6][C:5](B2OC(C)(C)C(C)(C)O2)=[CH:4][CH:3]=1.Cl[C:18]1[N:23]=[C:22]([NH:24][CH2:25][C:26]2[O:27][CH:28]=[CH:29][CH:30]=2)[C:21]([Cl:31])=[C:20]([C:32]([O:34][CH3:35])=[O:33])[N:19]=1.[F-].[Cs+].ClCCl. The catalyst is C(COC)OC.O.[Cl-].[Na+].O.C(OCC)(=O)C. The yield is 0.570. (10) The reactants are Br[CH2:2][CH2:3][CH2:4][CH2:5][C:6]([CH3:16])([CH3:15])[CH2:7][O:8][CH:9]1[CH2:14][CH2:13][CH2:12][CH2:11][O:10]1.[C:17]([O:25][CH2:26][CH3:27])(=[O:24])[CH2:18][C:19]([O:21][CH2:22][CH3:23])=[O:20].[H-].[Na+].[OH2:30]. The catalyst is CS(C)=O.[I-].C([N+](CCCC)(CCCC)CCCC)CCC. The product is [CH2:26]([O:25][C:17](=[O:24])[C:18]([CH2:2][CH2:3][CH2:4][CH2:5][C:6]([CH3:15])([CH3:16])[CH2:7][O:30][CH:11]1[CH2:12][CH2:13][CH2:14][CH2:9][O:10]1)([CH2:2][CH2:3][CH2:4][CH2:5][C:6]([CH3:16])([CH3:15])[CH2:7][O:8][CH:9]1[CH2:14][CH2:13][CH2:12][CH2:11][O:10]1)[C:19]([O:21][CH2:22][CH3:23])=[O:20])[CH3:27]. The yield is 0.823.